Dataset: Forward reaction prediction with 1.9M reactions from USPTO patents (1976-2016). Task: Predict the product of the given reaction. (1) Given the reactants [F:1][C:2]1[CH:14]=[C:13]2[C:5]([C:6]3[C:7](=[O:23])[C:8]4[CH:20]=[CH:19][C:18]([O:21]C)=[CH:17][C:9]=4[C:10]([CH3:16])([CH3:15])[C:11]=3[NH:12]2)=[CH:4][CH:3]=1.[Cl-].[NH+]1C=CC=CC=1.C(OCC)(=O)C, predict the reaction product. The product is: [F:1][C:2]1[CH:14]=[C:13]2[C:5]([C:6]3[C:7](=[O:23])[C:8]4[CH:20]=[CH:19][C:18]([OH:21])=[CH:17][C:9]=4[C:10]([CH3:16])([CH3:15])[C:11]=3[NH:12]2)=[CH:4][CH:3]=1. (2) Given the reactants [Br:1][C:2]1[CH:3]=[C:4]([C:8]2([C:15]3[CH:20]=[CH:19][N:18]=[CH:17][CH:16]=3)[C:12](=S)S[C:10](=[S:14])[NH:9]2)[CH:5]=[CH:6][CH:7]=1.[NH2:21][CH2:22][CH2:23][CH2:24][NH2:25].CO, predict the reaction product. The product is: [Br:1][C:2]1[CH:3]=[C:4]([C:8]2([C:15]3[CH:20]=[CH:19][N:18]=[CH:17][CH:16]=3)[C:12]3=[N:25][CH2:24][CH2:23][CH2:22][N:21]3[C:10](=[S:14])[NH:9]2)[CH:5]=[CH:6][CH:7]=1. (3) Given the reactants FC(F)(F)C([NH:5][C:6]1([C:13]2[CH:18]=[CH:17][C:16]([C:19]3[C:28]([C:29]4[CH:34]=[CH:33][CH:32]=[CH:31][CH:30]=4)=[CH:27][C:26]4[C:25]5=[N:35][N:36]=[C:37]([C:38]6[N:43]=[CH:42][CH:41]=[CH:40][N:39]=6)[N:24]5[CH:23]=[CH:22][C:21]=4[N:20]=3)=[CH:15][CH:14]=2)[CH2:9][C:8]([OH:12])([CH2:10][OH:11])[CH2:7]1)=O.[OH-].[Na+], predict the reaction product. The product is: [NH2:5][C:6]1([C:13]2[CH:18]=[CH:17][C:16]([C:19]3[C:28]([C:29]4[CH:30]=[CH:31][CH:32]=[CH:33][CH:34]=4)=[CH:27][C:26]4[C:25]5=[N:35][N:36]=[C:37]([C:38]6[N:43]=[CH:42][CH:41]=[CH:40][N:39]=6)[N:24]5[CH:23]=[CH:22][C:21]=4[N:20]=3)=[CH:15][CH:14]=2)[CH2:9][C:8]([CH2:10][OH:11])([OH:12])[CH2:7]1. (4) Given the reactants CO[C:3]([C:5]1[N:6]=[C:7]([C:23]2[CH:24]=[N:25][CH:26]=[C:27]([F:29])[CH:28]=2)[C:8]2[C:13]([C:14]=1[OH:15])=[CH:12][CH:11]=[C:10]([O:16][C:17]1[CH:22]=[CH:21][CH:20]=[CH:19][CH:18]=1)[CH:9]=2)=[O:4].[NH2:30][CH2:31][CH2:32][CH2:33][CH2:34][C:35]([OH:37])=[O:36].C[O-].[Na+], predict the reaction product. The product is: [F:29][C:27]1[CH:28]=[C:23]([C:7]2[C:8]3[C:13](=[CH:12][CH:11]=[C:10]([O:16][C:17]4[CH:22]=[CH:21][CH:20]=[CH:19][CH:18]=4)[CH:9]=3)[C:14]([OH:15])=[C:5]([C:3]([NH:30][CH2:31][CH2:32][CH2:33][CH2:34][C:35]([OH:37])=[O:36])=[O:4])[N:6]=2)[CH:24]=[N:25][CH:26]=1. (5) Given the reactants [CH2:1]([C@@H:8]([NH:25][CH3:26])[CH2:9][N:10]1[CH2:15][CH2:14][CH:13]([C:16]2[CH:21]=[C:20]([F:22])[CH:19]=[CH:18][C:17]=2[O:23][CH3:24])[CH2:12][CH2:11]1)[C:2]1[CH:7]=[CH:6][CH:5]=[CH:4][CH:3]=1.C(N(CC)CC)C.[CH3:34][C:35]1([C:41](Cl)=[O:42])[CH2:40][CH2:39][CH2:38][CH2:37][CH2:36]1, predict the reaction product. The product is: [CH2:1]([C@@H:8]([N:25]([CH3:26])[C:41]([C:35]1([CH3:34])[CH2:40][CH2:39][CH2:38][CH2:37][CH2:36]1)=[O:42])[CH2:9][N:10]1[CH2:15][CH2:14][CH:13]([C:16]2[CH:21]=[C:20]([F:22])[CH:19]=[CH:18][C:17]=2[O:23][CH3:24])[CH2:12][CH2:11]1)[C:2]1[CH:3]=[CH:4][CH:5]=[CH:6][CH:7]=1. (6) The product is: [F:36][C:35]([F:38])([F:37])[C:33]([OH:39])=[O:34].[Cl:29][C:28]1[CH:27]=[CH:26][CH:25]=[C:24]([Cl:30])[C:23]=1[CH2:22][O:21][C:18]1[CH:19]=[CH:20][C:15]([CH:11]2[O:12][CH2:13][CH2:14][N:9]([CH2:8][CH2:7][C:6]([OH:32])=[O:5])[CH2:10]2)=[C:16]([CH3:31])[CH:17]=1. Given the reactants C([O:5][C:6](=[O:32])[CH2:7][CH2:8][N:9]1[CH2:14][CH2:13][O:12][CH:11]([C:15]2[CH:20]=[CH:19][C:18]([O:21][CH2:22][C:23]3[C:28]([Cl:29])=[CH:27][CH:26]=[CH:25][C:24]=3[Cl:30])=[CH:17][C:16]=2[CH3:31])[CH2:10]1)(C)(C)C.[C:33]([OH:39])([C:35]([F:38])([F:37])[F:36])=[O:34], predict the reaction product.